Dataset: Catalyst prediction with 721,799 reactions and 888 catalyst types from USPTO. Task: Predict which catalyst facilitates the given reaction. Reactant: Cl[CH2:2][C:3]1[CH:26]=[CH:25][C:6]([O:7][CH2:8][C:9]2[N:10]=[C:11]([C:15]3[CH:16]=[C:17]([CH:22]=[CH:23][CH:24]=3)[C:18]([O:20][CH3:21])=[O:19])[O:12][C:13]=2[CH3:14])=[C:5]([O:27][CH3:28])[CH:4]=1.O[C:30]1[C:34]([CH:35]=[O:36])=[CH:33][N:32]([C:37]2[CH:42]=[CH:41][CH:40]=[CH:39][CH:38]=2)[N:31]=1.CN(C)C=[O:46].[H-].[Na+]. Product: [CH:35]([C:34]1[CH2:30][N:31]([O:46][CH2:2][C:3]2[CH:26]=[CH:25][C:6]([O:7][CH2:8][C:9]3[N:10]=[C:11]([C:15]4[CH:16]=[C:17]([CH:22]=[CH:23][CH:24]=4)[C:18]([O:20][CH3:21])=[O:19])[O:12][C:13]=3[CH3:14])=[C:5]([O:27][CH3:28])[CH:4]=2)[N:32]([C:37]2[CH:42]=[CH:41][CH:40]=[CH:39][CH:38]=2)[CH:33]=1)=[O:36]. The catalyst class is: 6.